From a dataset of Reaction yield outcomes from USPTO patents with 853,638 reactions. Predict the reaction yield, written as a fraction of the theoretical maximum amount of product (1.0 means a 100% yield; for example, 0.34 means a 34% yield). (1) The reactants are [Cl:1][C:2]1[CH:7]=[CH:6][N:5]2[N:8]=[C:9]([C:15]3[CH:20]=[CH:19][C:18]([O:21][CH3:22])=[CH:17][CH:16]=3)[C:10]([CH:11]([OH:14])[C:12]#[CH:13])=[C:4]2[CH:3]=1. The catalyst is C(Cl)(Cl)Cl.[O-2].[O-2].[Mn+4]. The product is [Cl:1][C:2]1[CH:7]=[CH:6][N:5]2[N:8]=[C:9]([C:15]3[CH:16]=[CH:17][C:18]([O:21][CH3:22])=[CH:19][CH:20]=3)[C:10]([C:11](=[O:14])[C:12]#[CH:13])=[C:4]2[CH:3]=1. The yield is 1.00. (2) The reactants are [Cl:1][C:2]1[CH:7]=[C:6]([C:8](=[O:12])[N:9]([CH3:11])[CH3:10])[CH:5]=[CH:4][C:3]=1[N:13]([CH3:34])[C:14]([C:16]1[S:33][C:19]2[C:20]3[CH:28]=[CH:27][C:26]([C:29]([O:31]C)=[O:30])=[CH:25][C:21]=3[O:22][CH2:23][CH2:24][C:18]=2[CH:17]=1)=[O:15].O[Li].O. The catalyst is C1COCC1.O. The product is [Cl:1][C:2]1[CH:7]=[C:6]([C:8](=[O:12])[N:9]([CH3:10])[CH3:11])[CH:5]=[CH:4][C:3]=1[N:13]([CH3:34])[C:14]([C:16]1[S:33][C:19]2[C:20]3[CH:28]=[CH:27][C:26]([C:29]([OH:31])=[O:30])=[CH:25][C:21]=3[O:22][CH2:23][CH2:24][C:18]=2[CH:17]=1)=[O:15]. The yield is 0.820. (3) The reactants are [Br:1][C:2]1[CH:3]=[C:4]2[C:15](=[CH:16][CH:17]=1)[O:14][C:7]1[C:8]([F:13])=[N:9][C:10]([Cl:12])=[CH:11][C:6]=1[C:5]2([CH2:25][C:26](OC(C)(C)C)=[O:27])[NH:18][S:19]([C:21]([CH3:24])([CH3:23])[CH3:22])=[O:20].[H-].C([Al+]CC(C)C)C(C)C. The catalyst is C1COCC1. The product is [Br:1][C:2]1[CH:3]=[C:4]2[C:15](=[CH:16][CH:17]=1)[O:14][C:7]1[C:8]([F:13])=[N:9][C:10]([Cl:12])=[CH:11][C:6]=1[C:5]2([NH:18][S:19]([C:21]([CH3:24])([CH3:23])[CH3:22])=[O:20])[CH2:25][CH2:26][OH:27]. The yield is 0.890. (4) The reactants are [Cl-].COC[P+](C1C=CC=CC=1)(C1C=CC=CC=1)[C:6]1C=CC=C[CH:7]=1.CC([O-])(C)C.[Na+].[C:30]([C:33]1[CH:38]=[CH:37][C:36]([C:39]2[CH:44]=[CH:43]C(C#N)=C[CH:40]=2)=[CH:35][C:34]=1[O:47][CH3:48])(=O)[CH3:31].[CH3:49]/[C:50](/[O-])=[C:51](/P(OC)(OC)=O)\[N+:52]#N.C([O-])([O-])=O.[K+].[K+]. The catalyst is C1COCC1.C1COCC1.O.CO.[Hg](OC(C)=O)OC(C)=O. The product is [CH3:48][O:47][C:34]1[CH:35]=[C:36]([C:39]2[CH:40]=[CH:49][C:50]([C:51]#[N:52])=[CH:43][CH:44]=2)[CH:37]=[CH:38][C:33]=1[CH:30]([CH3:31])[C:6]#[CH:7]. The yield is 0.0500. (5) The reactants are [C:1]([C:5]1[O:9][N:8]=[C:7]([C:10]2[CH:15]=[C:14]([O:16][CH:17]3[CH2:22][CH2:21][O:20][CH2:19][CH2:18]3)[C:13]([CH:23]3[CH2:25][CH2:24]3)=[CH:12][N:11]=2)[N:6]=1)([CH3:4])([CH3:3])[CH3:2].C1C=C(Cl)C=C(C(OO)=[O:34])C=1. The catalyst is C(Cl)Cl. The product is [C:1]([C:5]1[O:9][N:8]=[C:7]([C:10]2[CH:15]=[C:14]([O:16][CH:17]3[CH2:22][CH2:21][O:20][CH2:19][CH2:18]3)[C:13]([CH:23]3[CH2:25][CH2:24]3)=[CH:12][N+:11]=2[O-:34])[N:6]=1)([CH3:4])([CH3:2])[CH3:3]. The yield is 0.880. (6) The reactants are [CH3:1][O:2][C:3]1[C:11]2[O:10][C:9]([CH3:13])([CH3:12])[CH2:8][C:7]=2[CH:6]=[C:5]([CH:14]=O)[CH:4]=1.[I-].[CH:17]([P+](C1C=CC=CC=1)(C1C=CC=CC=1)C1C=CC=CC=1)([CH3:19])[CH3:18].[H-].[Na+].[Cl-].[NH4+]. The product is [CH3:1][O:2][C:3]1[C:11]2[O:10][C:9]([CH3:12])([CH3:13])[CH2:8][C:7]=2[CH:6]=[C:5]([CH:14]=[C:17]([CH3:19])[CH3:18])[CH:4]=1. The catalyst is O1CCCC1. The yield is 0.720. (7) The reactants are [Si:1]([O:8][CH2:9][CH2:10][CH2:11][N:12]1[C:16]2[N:17]=[CH:18][N:19]=[C:20]([NH2:21])[C:15]=2[C:14]([C:22]2[CH:27]=[CH:26][C:25]([CH3:28])=[CH:24][CH:23]=2)=[C:13]1[CH:29]=C)([C:4]([CH3:7])([CH3:6])[CH3:5])([CH3:3])[CH3:2].C1C[O:34]CC1.O.I([O-])(=O)(=O)=O.[Na+]. The catalyst is C(OCC)(=O)C.[Os](=O)(=O)(=O)=O. The product is [NH2:21][C:20]1[C:15]2[C:14]([C:22]3[CH:27]=[CH:26][C:25]([CH3:28])=[CH:24][CH:23]=3)=[C:13]([CH:29]=[O:34])[N:12]([CH2:11][CH2:10][CH2:9][O:8][Si:1]([C:4]([CH3:6])([CH3:7])[CH3:5])([CH3:2])[CH3:3])[C:16]=2[N:17]=[CH:18][N:19]=1. The yield is 0.550.